The task is: Predict which catalyst facilitates the given reaction.. This data is from Catalyst prediction with 721,799 reactions and 888 catalyst types from USPTO. (1) The catalyst class is: 1. Product: [CH:18]([Si:17]([CH:24]([CH3:26])[CH3:25])([CH:21]([CH3:23])[CH3:22])[C:2]1[O:1][CH:5]=[CH:4][N:3]=1)([CH3:20])[CH3:19]. Reactant: [O:1]1[CH:5]=[CH:4][N:3]=[CH:2]1.[Li]CCCC.FC(F)(F)S(O[Si:17]([CH:24]([CH3:26])[CH3:25])([CH:21]([CH3:23])[CH3:22])[CH:18]([CH3:20])[CH3:19])(=O)=O. (2) Reactant: [Cl:1][C:2]1[CH:3]([OH:20])[CH:4]2[CH2:19][C:7]3([C:18]=1[C:17]1[CH:16]=[CH:15][C:14]4[NH:13][N:12]=[CH:11][C:10]=4[C:9]=1[CH2:8]3)[CH2:6][CH2:5]2. Product: [Cl:1][C:2]1[C@H:3]([OH:20])[C@H:4]2[CH2:19][C@@:7]3([C:18]=1[C:17]1[CH:16]=[CH:15][C:14]4[NH:13][N:12]=[CH:11][C:10]=4[C:9]=1[CH2:8]3)[CH2:6][CH2:5]2. The catalyst class is: 357. (3) Reactant: [OH:1][C:2]1[C:3]2[N:4]([N:16]=[C:17]([C:19]([O:21][CH3:22])=[O:20])[CH:18]=2)[CH:5]=[C:6]([CH3:15])[C:7]=1[C:8]([O:10][C:11]([CH3:14])([CH3:13])[CH3:12])=[O:9].CCN(CC)CC.[O:30](S(C(F)(F)F)(=O)=O)[S:31]([C:34]([F:37])([F:36])[F:35])(=O)=[O:32].C(Cl)Cl. Product: [CH3:15][C:6]1[C:7]([C:8]([O:10][C:11]([CH3:12])([CH3:14])[CH3:13])=[O:9])=[C:2]([O:1][S:31]([C:34]([F:37])([F:36])[F:35])(=[O:32])=[O:30])[C:3]2[N:4]([N:16]=[C:17]([C:19]([O:21][CH3:22])=[O:20])[CH:18]=2)[CH:5]=1. The catalyst class is: 2. (4) Reactant: [CH3:1][O:2][C:3]1[CH:44]=[CH:43][C:6]([CH2:7][N:8]([CH2:34][C:35]2[CH:40]=[CH:39][C:38]([O:41][CH3:42])=[CH:37][CH:36]=2)[C:9]2[N:14]=[C:13]([CH3:15])[N:12]=[C:11]([C:16]3[C:17]([NH:24][C:25]4[CH:26]=[N:27][C:28]([O:32][CH3:33])=[C:29]([F:31])[CH:30]=4)=[N:18][CH:19]=[C:20]([CH:23]=3)[CH:21]=[O:22])[N:10]=2)=[CH:5][CH:4]=1.[CH3:45][Mg]Br.[Cl-].[NH4+].O. Product: [CH3:42][O:41][C:38]1[CH:37]=[CH:36][C:35]([CH2:34][N:8]([CH2:7][C:6]2[CH:5]=[CH:4][C:3]([O:2][CH3:1])=[CH:44][CH:43]=2)[C:9]2[N:14]=[C:13]([CH3:15])[N:12]=[C:11]([C:16]3[CH:23]=[C:20]([CH:21]([OH:22])[CH3:45])[CH:19]=[N:18][C:17]=3[NH:24][C:25]3[CH:26]=[N:27][C:28]([O:32][CH3:33])=[C:29]([F:31])[CH:30]=3)[N:10]=2)=[CH:40][CH:39]=1. The catalyst class is: 49. (5) Reactant: [F:1][C:2]1[C:9](F)=[CH:8][C:5]([NH:6][CH3:7])=[C:4]([N+:11]([O-:13])=[O:12])[CH:3]=1.Cl.[F:15][C:16]([F:24])([F:23])[CH:17]1[CH2:22][CH2:21][NH:20][CH2:19][CH2:18]1.C([O-])([O-])=O.[K+].[K+].N. Product: [F:1][C:2]1[C:9]([N:20]2[CH2:21][CH2:22][CH:17]([C:16]([F:24])([F:23])[F:15])[CH2:18][CH2:19]2)=[CH:8][C:5]([NH:6][CH3:7])=[C:4]([N+:11]([O-:13])=[O:12])[CH:3]=1. The catalyst class is: 3. (6) Reactant: [CH3:1][N:2]([C@H:22]1[C:31]2[C:26](=[CH:27][CH:28]=[CH:29][CH:30]=2)[CH2:25][CH2:24][CH2:23]1)[C:3]([C@@H:5]1[CH2:14][C:13]2[C:8](=[CH:9][CH:10]=[CH:11][CH:12]=2)[CH2:7][N:6]1C(OC(C)(C)C)=O)=[O:4].Cl.O1CCOCC1. Product: [CH3:1][N:2]([C@H:22]1[C:31]2[C:26](=[CH:27][CH:28]=[CH:29][CH:30]=2)[CH2:25][CH2:24][CH2:23]1)[C:3]([C@@H:5]1[CH2:14][C:13]2[C:8](=[CH:9][CH:10]=[CH:11][CH:12]=2)[CH2:7][NH:6]1)=[O:4]. The catalyst class is: 2. (7) Reactant: [CH3:1][C:2]1[CH:7]=[CH:6][CH:5]=[CH:4][C:3]=1[Mg]Br.CO[C:12]1[C:21]2[C:16](=[CH:17][CH:18]=[CH:19][CH:20]=2)[CH:15]=[CH:14][C:13]=1[C:22]([OH:24])=[O:23].O. Product: [CH3:1][C:2]1[CH:7]=[CH:6][CH:5]=[CH:4][C:3]=1[C:12]1[C:21]2[C:16](=[CH:17][CH:18]=[CH:19][CH:20]=2)[CH:15]=[CH:14][C:13]=1[C:22]([OH:24])=[O:23]. The catalyst class is: 1. (8) The catalyst class is: 13. Reactant: [CH3:1][C:2]1[C:6]([C:7]2[C:17]3[O:16][CH2:15][CH2:14][N:13](C(OC(C)(C)C)=O)[CH2:12][C:11]=3[CH:10]=[CH:9][CH:8]=2)=[C:5]([CH3:25])[O:4][N:3]=1.C(OCC)(=O)C.[ClH:32]. Product: [ClH:32].[CH3:1][C:2]1[C:6]([C:7]2[C:17]3[O:16][CH2:15][CH2:14][NH:13][CH2:12][C:11]=3[CH:10]=[CH:9][CH:8]=2)=[C:5]([CH3:25])[O:4][N:3]=1. (9) Reactant: [CH3:1][O:2][C:3]1[CH:11]=[C:10]2[C:6]([CH2:7][CH2:8][C:9]2=[O:12])=[CH:5][C:4]=1[N:13]1[CH2:18][CH2:17][O:16][CH2:15][CH2:14]1.[Cl:19][C:20]1[CH:21]=[C:22]([CH:25]=[C:26]([C:28]([F:31])([F:30])[F:29])[CH:27]=1)[CH:23]=O.CC1C=CC(S(O)(=O)=O)=CC=1. Product: [Cl:19][C:20]1[CH:21]=[C:22]([CH:25]=[C:26]([C:28]([F:29])([F:30])[F:31])[CH:27]=1)/[CH:23]=[C:8]1/[C:9](=[O:12])[C:10]2[C:6]([CH2:7]/1)=[CH:5][C:4]([N:13]1[CH2:14][CH2:15][O:16][CH2:17][CH2:18]1)=[C:3]([O:2][CH3:1])[CH:11]=2. The catalyst class is: 133. (10) Reactant: [CH3:1][O:2][C:3](=[O:20])[C:4]1[CH:13]=[C:12]([O:14][C@@H:15]([CH3:19])[CH2:16][O:17][CH3:18])[CH:11]=[C:6]([C:7]([O:9]C)=[O:8])[CH:5]=1.[OH-].[K+]. Product: [CH3:1][O:2][C:3](=[O:20])[C:4]1[CH:13]=[C:12]([O:14][C@@H:15]([CH3:19])[CH2:16][O:17][CH3:18])[CH:11]=[C:6]([C:7]([OH:9])=[O:8])[CH:5]=1. The catalyst class is: 5.